From a dataset of Full USPTO retrosynthesis dataset with 1.9M reactions from patents (1976-2016). Predict the reactants needed to synthesize the given product. (1) Given the product [CH2:1]([O:4][C:12]1[CH:13]=[C:8]([F:7])[CH:9]=[C:10]([Br:15])[CH:11]=1)[CH:2]=[CH2:3], predict the reactants needed to synthesize it. The reactants are: [CH2:1]([OH:4])[CH:2]=[CH2:3].[H-].[Na+].[F:7][C:8]1[CH:9]=[C:10]([Br:15])[CH:11]=[C:12](F)[CH:13]=1. (2) Given the product [CH3:7][C:6]([C@@H:11]1[CH2:16][CH2:15][O:14][C:13]([CH3:18])([CH3:17])[O:12]1)([C:8](=[O:10])[CH3:9])[CH3:5], predict the reactants needed to synthesize it. The reactants are: CS(C)=O.[CH3:5][C:6]([C@@H:11]1[CH2:16][CH2:15][O:14][C:13]([CH3:18])([CH3:17])[O:12]1)([CH:8]([OH:10])[CH3:9])[CH3:7].C(Cl)(=O)C(Cl)=O.C(N(CC)CC)C. (3) Given the product [ClH:46].[NH2:31][CH2:30][CH2:29][N:28]([CH3:39])[C:26]([C:4]1[S:5][C:6]2[C:15]3[CH:14]=[CH:13][CH:12]=[CH:11][C:10]=3[N:9]([CH2:16][C:17](=[O:24])[C:18]3[CH:19]=[CH:20][CH:21]=[CH:22][CH:23]=3)[C:8](=[O:25])[C:7]=2[C:3]=1[O:2][CH3:1])=[O:27], predict the reactants needed to synthesize it. The reactants are: [CH3:1][O:2][C:3]1[C:7]2[C:8](=[O:25])[N:9]([CH2:16][C:17](=[O:24])[C:18]3[CH:23]=[CH:22][CH:21]=[CH:20][CH:19]=3)[C:10]3[CH:11]=[CH:12][CH:13]=[CH:14][C:15]=3[C:6]=2[S:5][C:4]=1[C:26]([N:28]([CH3:39])[CH2:29][CH2:30][NH:31]C(=O)OC(C)(C)C)=[O:27].C(OC(=O)C)C.[ClH:46].